This data is from Forward reaction prediction with 1.9M reactions from USPTO patents (1976-2016). The task is: Predict the product of the given reaction. (1) Given the reactants [Cl:1][C:2]1[CH:7]=[C:6]([O:8][CH3:9])[CH:5]=[CH:4][C:3]=1/[C:10](/[CH:38]1[CH2:41][CH2:40][CH2:39]1)=[C:11](\[C:28]1[CH:33]=[CH:32][C:31](/[CH:34]=[CH:35]/[C:36]#[N:37])=[CH:30][CH:29]=1)/[C:12]1[CH:13]=[C:14]2[C:18](=[CH:19][CH:20]=1)[N:17]([CH:21]1[CH2:26][CH2:25][CH2:24][CH2:23][O:22]1)[N:16]=[C:15]2[F:27].[NH2:42][OH:43], predict the reaction product. The product is: [Cl:1][C:2]1[CH:7]=[C:6]([O:8][CH3:9])[CH:5]=[CH:4][C:3]=1/[C:10](/[CH:38]1[CH2:39][CH2:40][CH2:41]1)=[C:11](\[C:28]1[CH:33]=[CH:32][C:31](/[CH:34]=[CH:35]/[C:36](=[N:42]/[OH:43])/[NH2:37])=[CH:30][CH:29]=1)/[C:12]1[CH:13]=[C:14]2[C:18](=[CH:19][CH:20]=1)[N:17]([CH:21]1[CH2:26][CH2:25][CH2:24][CH2:23][O:22]1)[N:16]=[C:15]2[F:27]. (2) Given the reactants N([O-])=O.[Na+].[CH:5]1[C:14]2[C:9](=[C:10](N)[CH:11]=[CH:12][CH:13]=2)[CH:8]=[CH:7][N:6]=1.[BrH:16].[NH4+], predict the reaction product. The product is: [Br:16][C:10]1[CH:11]=[CH:12][CH:13]=[C:14]2[C:9]=1[CH:8]=[CH:7][N:6]=[CH:5]2.